This data is from NCI-60 drug combinations with 297,098 pairs across 59 cell lines. The task is: Regression. Given two drug SMILES strings and cell line genomic features, predict the synergy score measuring deviation from expected non-interaction effect. Cell line: ACHN. Drug 1: CC1=C(C(CCC1)(C)C)C=CC(=CC=CC(=CC(=O)O)C)C. Synergy scores: CSS=33.7, Synergy_ZIP=-2.73, Synergy_Bliss=-1.11, Synergy_Loewe=-14.0, Synergy_HSA=1.32. Drug 2: C1CCC(C(C1)N)N.C(=O)(C(=O)[O-])[O-].[Pt+4].